Dataset: Full USPTO retrosynthesis dataset with 1.9M reactions from patents (1976-2016). Task: Predict the reactants needed to synthesize the given product. (1) Given the product [CH:1]1[C:10]2[C:5](=[CH:6][CH:7]=[CH:8][CH:9]=2)[CH:4]=[CH:3][C:2]=1[O:11][CH2:12][C@@H:13]1[CH2:17][CH2:16][NH:15][CH2:14]1, predict the reactants needed to synthesize it. The reactants are: [CH:1]1[C:10]2[C:5](=[CH:6][CH:7]=[CH:8][CH:9]=2)[CH:4]=[CH:3][C:2]=1[O:11][CH2:12][C@@H:13]1[CH2:17][CH2:16][N:15](C(OC(C)(C)C)=O)[CH2:14]1.FC(F)(F)C(O)=O. (2) The reactants are: [CH:1]1([N:4]2[CH2:9][CH2:8][N:7]([C:10]([C:12]3[CH:17]=[CH:16][C:15]([C:18]4[N:19]=[CH:20][C:21]5[N:22]([C:24](I)=[CH:25][N:26]=5)[CH:23]=4)=[CH:14][CH:13]=3)=[O:11])[CH2:6][CH2:5]2)[CH2:3][CH2:2]1.[C:28]([C:30]1[CH:35]=[CH:34][C:33](B(O)O)=[CH:32][CH:31]=1)#[N:29]. Given the product [CH:1]1([N:4]2[CH2:9][CH2:8][N:7]([C:10]([C:12]3[CH:17]=[CH:16][C:15]([C:18]4[N:19]=[CH:20][C:21]5[N:22]([C:24]([C:33]6[CH:34]=[CH:35][C:30]([C:28]#[N:29])=[CH:31][CH:32]=6)=[CH:25][N:26]=5)[CH:23]=4)=[CH:14][CH:13]=3)=[O:11])[CH2:6][CH2:5]2)[CH2:3][CH2:2]1, predict the reactants needed to synthesize it. (3) Given the product [C:1]1([C:6]2[C:14]3[C:13]([O:15][C@H:16]([CH3:28])[CH2:17][CH2:18][CH2:19][CH2:20][C:21]([OH:23])=[O:22])=[N:12][CH:11]=[N:10][C:9]=3[O:8][C:7]=2[C:29]2[CH:34]=[CH:33][CH:32]=[CH:31][CH:30]=2)[CH2:5][CH2:4][CH2:3][CH:2]=1, predict the reactants needed to synthesize it. The reactants are: [C:1]1([C:6]2[C:14]3[C:13]([O:15][C@H:16]([CH3:28])[CH2:17][CH2:18][CH2:19][CH2:20][C:21]([O:23]C(C)(C)C)=[O:22])=[N:12][CH:11]=[N:10][C:9]=3[O:8][C:7]=2[C:29]2[CH:34]=[CH:33][CH:32]=[CH:31][CH:30]=2)[CH2:5][CH2:4][CH2:3][CH:2]=1.FC(F)(F)C(O)=O. (4) Given the product [CH3:11][O:10][C:3]1[C:2]([C:14]2[CH:15]=[CH:16][CH:17]=[CH:18][C:13]=2[O:12][C:19]2[CH:20]=[CH:21][CH:22]=[CH:23][CH:24]=2)=[CH:7][N:6]([CH3:8])[C:5](=[O:9])[CH:4]=1, predict the reactants needed to synthesize it. The reactants are: Cl[C:2]1[C:3]([O:10][CH3:11])=[CH:4][C:5](=[O:9])[N:6]([CH3:8])[CH:7]=1.[O:12]([C:19]1[CH:24]=[CH:23][CH:22]=[CH:21][C:20]=1B(O)O)[C:13]1[CH:18]=[CH:17][CH:16]=[CH:15][CH:14]=1.C1(P(C2CCCCC2)C2C=CC=CC=2C2C(N(C)C)=CC=CC=2)CCCCC1.[F-].[Cs+]. (5) Given the product [N+:12]([C:4]1[C:5]2[C:10](=[CH:9][CH:8]=[CH:7][CH:6]=2)[C:1]([OH:11])=[N:2][CH:3]=1)([O-:14])=[O:13], predict the reactants needed to synthesize it. The reactants are: [C:1]1([OH:11])[C:10]2[C:5](=[CH:6][CH:7]=[CH:8][CH:9]=2)[CH:4]=[CH:3][N:2]=1.[N+:12]([O-])([OH:14])=[O:13]. (6) Given the product [CH2:1]([O:3][C:4](=[O:13])[C:5]1[CH:10]=[CH:9][C:8]([F:11])=[CH:7][C:6]=1[O:12][CH3:14])[CH3:2], predict the reactants needed to synthesize it. The reactants are: [CH2:1]([O:3][C:4](=[O:13])[C:5]1[CH:10]=[CH:9][C:8]([F:11])=[CH:7][C:6]=1[OH:12])[CH3:2].[C:14](=O)([O-])[O-].[Cs+].[Cs+].CI. (7) The reactants are: [Cl-].O[NH3+:3].[C:4](=[O:7])([O-])[OH:5].[Na+].CS(C)=O.[O:13]=[C:14]1[C:19]([CH2:20][C:21]2[CH:26]=[CH:25][C:24]([C:27]3[C:28]([C:33]#[N:34])=[CH:29][CH:30]=[CH:31][CH:32]=3)=[CH:23][CH:22]=2)=[C:18]([CH2:35][CH2:36][CH3:37])[N:17]2[N:38]=[CH:39][N:40]=[C:16]2[N:15]1[C@H:41]1[CH2:46][CH2:45][C@H:44]([O:47][CH2:48][CH:49]([OH:54])[C:50]([F:53])([F:52])[F:51])[CH2:43][CH2:42]1. Given the product [O:7]=[C:4]1[O:5][N:3]=[C:33]([C:28]2[CH:29]=[CH:30][CH:31]=[CH:32][C:27]=2[C:24]2[CH:25]=[CH:26][C:21]([CH2:20][C:19]3[C:14](=[O:13])[N:15]([C@H:41]4[CH2:46][CH2:45][C@H:44]([O:47][CH2:48][CH:49]([OH:54])[C:50]([F:52])([F:53])[F:51])[CH2:43][CH2:42]4)[C:16]4[N:17]([N:38]=[CH:39][N:40]=4)[C:18]=3[CH2:35][CH2:36][CH3:37])=[CH:22][CH:23]=2)[NH:34]1, predict the reactants needed to synthesize it. (8) Given the product [CH3:1][O:2][C:3](=[O:18])[C@@H:4]([O:15][CH2:16][CH3:17])[CH2:5][C:6]1[C:11]([CH3:12])=[CH:10][C:9]([O:13][CH2:20][C:21]2[N:22]=[C:23]([C:26]3[CH:31]=[CH:30][C:29]([Cl:32])=[CH:28][CH:27]=3)[S:24][CH:25]=2)=[CH:8][C:7]=1[CH3:14], predict the reactants needed to synthesize it. The reactants are: [CH3:1][O:2][C:3](=[O:18])[C@@H:4]([O:15][CH2:16][CH3:17])[CH2:5][C:6]1[C:11]([CH3:12])=[CH:10][C:9]([OH:13])=[CH:8][C:7]=1[CH3:14].Cl[CH2:20][C:21]1[N:22]=[C:23]([C:26]2[CH:31]=[CH:30][C:29]([Cl:32])=[CH:28][CH:27]=2)[S:24][CH:25]=1.C(=O)([O-])[O-].[Cs+].[Cs+].[I-].[K+]. (9) The reactants are: [Li:1]CCCC.[Li+].[CH3:7][CH:8]([N-:10][CH:11]([CH3:13])[CH3:12])[CH3:9].[CH2:14]([N:21]1[CH2:27][CH2:26][CH2:25][CH2:24][CH2:23][C:22]1=[O:28])[C:15]1[CH:20]=[CH:19][CH:18]=[CH:17][CH:16]=1.[C:29](=O)([O:32]C)[O:30][CH3:31].Cl. Given the product [Li+:1].[CH3:7][CH:8]([N-:10][CH:11]([CH3:13])[CH3:12])[CH3:9].[CH3:31][O:30][C:29]([CH:23]1[CH2:24][CH2:25][CH2:26][CH2:27][N:21]([CH2:14][C:15]2[CH:20]=[CH:19][CH:18]=[CH:17][CH:16]=2)[C:22]1=[O:28])=[O:32], predict the reactants needed to synthesize it. (10) The reactants are: Br[C:2]1[S:6][C:5]2[C:7]3[S:8][C:9](Br)=[CH:10][C:11]=3[C:12]([CH2:19][CH2:20][CH2:21][CH2:22][CH3:23])=[C:13]([CH2:14][CH2:15][CH2:16][CH2:17][CH3:18])[C:4]=2[CH:3]=1.C(O[CH2:28][CH3:29])C. Given the product [C:4]1([C:2]2[S:6][C:5]3[C:7]4[S:8][C:9]([C:29]5[CH:28]=[CH:17][CH:16]=[CH:15][CH:14]=5)=[CH:10][C:11]=4[C:12]([CH2:19][CH2:20][CH2:21][CH2:22][CH3:23])=[C:13]([CH2:14][CH2:15][CH2:16][CH2:17][CH3:18])[C:4]=3[CH:3]=2)[CH:13]=[CH:12][CH:11]=[CH:7][CH:5]=1, predict the reactants needed to synthesize it.